From a dataset of Peptide-MHC class II binding affinity with 134,281 pairs from IEDB. Regression. Given a peptide amino acid sequence and an MHC pseudo amino acid sequence, predict their binding affinity value. This is MHC class II binding data. (1) The peptide sequence is ENVKMEDVGYPIIID. The MHC is HLA-DPA10201-DPB11401 with pseudo-sequence HLA-DPA10201-DPB11401. The binding affinity (normalized) is 0.288. (2) The peptide sequence is AFILDGVNLFPKV. The MHC is DRB1_0401 with pseudo-sequence DRB1_0401. The binding affinity (normalized) is 0.887. (3) The peptide sequence is SQDLEKSWNLNGLQAY. The MHC is DRB1_0802 with pseudo-sequence DRB1_0802. The binding affinity (normalized) is 0.378. (4) The peptide sequence is AAEWDRVHPVHAGPIP. The MHC is HLA-DQA10301-DQB10302 with pseudo-sequence HLA-DQA10301-DQB10302. The binding affinity (normalized) is 0.226. (5) The MHC is HLA-DQA10501-DQB10201 with pseudo-sequence HLA-DQA10501-DQB10201. The binding affinity (normalized) is 0.563. The peptide sequence is AAIHEMFVNTLVASS. (6) The peptide sequence is IAIAFLSVSNNYEYI. The MHC is DRB5_0101 with pseudo-sequence DRB5_0101. The binding affinity (normalized) is 0.489. (7) The peptide sequence is AFILDGDNLFPKV. The MHC is DRB5_0101 with pseudo-sequence DRB5_0101. The binding affinity (normalized) is 0.0659. (8) The peptide sequence is TVPRTKYTATISGLK. The MHC is DRB5_0101 with pseudo-sequence DRB5_0101. The binding affinity (normalized) is 0.777. (9) The peptide sequence is DRLVSFHSTKEEFIR. The MHC is DRB1_0101 with pseudo-sequence DRB1_0101. The binding affinity (normalized) is 0.356.